The task is: Predict the product of the given reaction.. This data is from Forward reaction prediction with 1.9M reactions from USPTO patents (1976-2016). The product is: [F:7][C:8]1[CH:13]=[CH:12][C:11]([NH:14][C:15](=[O:21])[O:16][C:17]([CH3:19])([CH3:18])[CH3:20])=[C:10]([NH:22][C:23]2[N:28]=[C:27]([NH:42][C@H:39]3[CH2:40][CH2:41][C@H:36]([OH:35])[CH2:37][CH2:38]3)[C:26]([N+:32]([O-:34])=[O:33])=[CH:25][N:24]=2)[CH:9]=1. Given the reactants C(=O)([O-])[O-].[K+].[K+].[F:7][C:8]1[CH:13]=[CH:12][C:11]([NH:14][C:15](=[O:21])[O:16][C:17]([CH3:20])([CH3:19])[CH3:18])=[C:10]([NH:22][C:23]2[N:28]=[C:27](SC#N)[C:26]([N+:32]([O-:34])=[O:33])=[CH:25][N:24]=2)[CH:9]=1.[OH:35][C@H:36]1[CH2:41][CH2:40][C@H:39]([NH2:42])[CH2:38][CH2:37]1, predict the reaction product.